Dataset: Reaction yield outcomes from USPTO patents with 853,638 reactions. Task: Predict the reaction yield, written as a fraction of the theoretical maximum amount of product (1.0 means a 100% yield; for example, 0.34 means a 34% yield). (1) The reactants are [F:1][C@H:2]1[C@H:7]([C:8]2[CH:13]=[CH:12][C:11]([OH:14])=[CH:10][CH:9]=2)[CH2:6][CH2:5][N:4]([C@@H:15]2[CH2:19][CH2:18][N:17]([CH2:20][C:21]3[CH:26]=[CH:25][C:24]([CH3:27])=[CH:23][CH:22]=3)[C:16]2=[O:28])[CH2:3]1.[C:29]([O:33][C:34]([NH:36][C@@H:37]([CH:41]([CH3:43])[CH3:42])[C:38](O)=[O:39])=[O:35])([CH3:32])([CH3:31])[CH3:30].C1CCC(N=C=NC2CCCCC2)CC1.O. The catalyst is C(Cl)Cl.CN(C1C=CN=CC=1)C. The product is [C:29]([O:33][C:34]([NH:36][C@@H:37]([CH:41]([CH3:43])[CH3:42])[C:38]([O:14][C:11]1[CH:12]=[CH:13][C:8]([C@@H:7]2[CH2:6][CH2:5][N:4]([C@@H:15]3[CH2:19][CH2:18][N:17]([CH2:20][C:21]4[CH:22]=[CH:23][C:24]([CH3:27])=[CH:25][CH:26]=4)[C:16]3=[O:28])[CH2:3][C@H:2]2[F:1])=[CH:9][CH:10]=1)=[O:39])=[O:35])([CH3:32])([CH3:31])[CH3:30]. The yield is 0.790. (2) The reactants are [Br:1][C:2]1[C:22]([F:23])=[CH:21][C:5]2[O:6][C:7]3[CH:19]=[C:18]([F:20])[CH:17]=[CH:16][C:8]=3[C@H:9]3[C@H:14]([NH2:15])[CH2:13][CH2:12][CH2:11][N:10]3[C:4]=2[CH:3]=1.[CH3:24][C:25]1([CH3:39])[C@@H:31]([C:32]2[CH:37]=[CH:36][CH:35]=[CH:34][CH:33]=2)[O:30][P:28]([OH:38])(=[O:29])[O:27][CH2:26]1. The catalyst is C(Cl)Cl.CC(O)C.C(O)C. The product is [OH:38][P:28]1(=[O:29])[O:30][C@@H:31]([C:32]2[CH:37]=[CH:36][CH:35]=[CH:34][CH:33]=2)[C:25]([CH3:24])([CH3:39])[CH2:26][O:27]1.[Br:1][C:2]1[C:22]([F:23])=[CH:21][C:5]2[O:6][C:7]3[CH:19]=[C:18]([F:20])[CH:17]=[CH:16][C:8]=3[C@H:9]3[C@H:14]([NH2:15])[CH2:13][CH2:12][CH2:11][N:10]3[C:4]=2[CH:3]=1. The yield is 0.200. (3) The reactants are CC1(C)CCCC(C)(C)N1.[Li+].CCC[CH2-].[CH:16]([Si:19]([CH:34]([CH3:36])[CH3:35])([CH:31]([CH3:33])[CH3:32])[N:20]1[C:24]2[N:25]=[CH:26][CH:27]=[C:28]([C:29]#[N:30])[C:23]=2[CH:22]=[CH:21]1)([CH3:18])[CH3:17].C(Br)(Br)(Br)[Br:38]. The catalyst is O1CCCC1. The product is [Br:38][C:27]1[CH:26]=[N:25][C:24]2[N:20]([Si:19]([CH:16]([CH3:18])[CH3:17])([CH:31]([CH3:33])[CH3:32])[CH:34]([CH3:36])[CH3:35])[CH:21]=[CH:22][C:23]=2[C:28]=1[C:29]#[N:30]. The yield is 0.210. (4) The reactants are [Br:1][C:2]1[CH:7]=[CH:6][C:5]([C:8](=O)[CH2:9][C:10]2[CH:15]=[CH:14][N:13]=[CH:12][CH:11]=2)=[C:4]([F:17])[CH:3]=1.[CH3:18][NH:19][NH2:20].[CH3:21]N(C(OC)OC)C. The yield is 0.700. No catalyst specified. The product is [Br:1][C:2]1[CH:7]=[CH:6][C:5]([C:8]2[C:9]([C:10]3[CH:15]=[CH:14][N:13]=[CH:12][CH:11]=3)=[CH:18][N:19]([CH3:21])[N:20]=2)=[C:4]([F:17])[CH:3]=1.